Dataset: Full USPTO retrosynthesis dataset with 1.9M reactions from patents (1976-2016). Task: Predict the reactants needed to synthesize the given product. Given the product [Cl:31][C:25]1[CH:26]=[CH:27][CH:28]=[C:29]([Cl:30])[C:24]=1[N:17]1[C:16]([CH2:15][O:14][C:11]2[CH:12]=[CH:13][C:8]([CH:6]([CH3:7])[CH2:5][CH2:4][OH:3])=[C:9]([CH3:32])[CH:10]=2)=[C:20]([CH:21]([CH3:23])[CH3:22])[CH:19]=[N:18]1, predict the reactants needed to synthesize it. The reactants are: C([O:3][C:4](=O)[CH2:5][CH:6]([C:8]1[CH:13]=[CH:12][C:11]([O:14][CH2:15][C:16]2[N:17]([C:24]3[C:29]([Cl:30])=[CH:28][CH:27]=[CH:26][C:25]=3[Cl:31])[N:18]=[CH:19][C:20]=2[CH:21]([CH3:23])[CH3:22])=[CH:10][C:9]=1[CH3:32])[CH3:7])C.[BH4-].[Na+].